Predict which catalyst facilitates the given reaction. From a dataset of Catalyst prediction with 721,799 reactions and 888 catalyst types from USPTO. Reactant: C(N(CC)CC)C.[I:8][C:9]1[CH:15]=[CH:14][C:12]([NH2:13])=[CH:11][CH:10]=1.Br[CH2:17][CH2:18][CH2:19][CH2:20][C:21](Cl)=[O:22].CC(C)([O-])C.[K+].Cl. Product: [I:8][C:9]1[CH:15]=[CH:14][C:12]([N:13]2[CH2:17][CH2:18][CH2:19][CH2:20][C:21]2=[O:22])=[CH:11][CH:10]=1. The catalyst class is: 54.